Dataset: Forward reaction prediction with 1.9M reactions from USPTO patents (1976-2016). Task: Predict the product of the given reaction. (1) Given the reactants [NH2:1][C:2]1[CH:12]=[CH:11][CH:10]=[CH:9][C:3]=1[C:4]([O:6][CH2:7][CH3:8])=[O:5].[N:13]1[CH:18]=[CH:17][C:16]([CH:19]=O)=[CH:15][CH:14]=1.[BH3-]C#N.[Na+], predict the reaction product. The product is: [N:13]1[CH:18]=[CH:17][C:16]([CH2:19][NH:1][C:2]2[CH:12]=[CH:11][CH:10]=[CH:9][C:3]=2[C:4]([O:6][CH2:7][CH3:8])=[O:5])=[CH:15][CH:14]=1. (2) Given the reactants [CH2:1]([O:8][C:9]1[CH:14]=[CH:13][CH:12]=[C:11]([OH:15])[C:10]=1[C:16](=[O:18])[CH3:17])[C:2]1[CH:7]=[CH:6][CH:5]=[CH:4][CH:3]=1.[OH-].[K+].[C:21]1([CH3:29])[CH:26]=[CH:25][C:24]([CH:27]=O)=[CH:23][CH:22]=1.Cl, predict the reaction product. The product is: [CH2:1]([O:8][C:9]1[CH:14]=[CH:13][CH:12]=[C:11]([OH:15])[C:10]=1[C:16](=[O:18])[CH:17]=[CH:29][C:21]1[CH:26]=[CH:25][C:24]([CH3:27])=[CH:23][CH:22]=1)[C:2]1[CH:3]=[CH:4][CH:5]=[CH:6][CH:7]=1. (3) Given the reactants [CH2:1]([C:8]1[C:9](=[O:20])[NH:10][N:11]([C:16](=[O:19])[CH2:17][CH3:18])[C:12]=1[CH:13]([CH3:15])[CH3:14])[C:2]1[CH:7]=[CH:6][CH:5]=[CH:4][CH:3]=1.C(=O)([O-])[O-].[K+].[K+].[C:27]([O:33][C@@H:34]1[C@@H:39]([O:40][C:41](=[O:46])[C:42]([CH3:45])([CH3:44])[CH3:43])[C@H:38]([O:47][C:48](=[O:53])[C:49]([CH3:52])([CH3:51])[CH3:50])[C@@H:37]([CH2:54][O:55][C:56](=[O:61])[C:57]([CH3:60])([CH3:59])[CH3:58])[O:36][C@@H:35]1Br)(=[O:32])[C:28]([CH3:31])([CH3:30])[CH3:29], predict the reaction product. The product is: [CH2:1]([C:8]1[C:9]([O:20][C@@H:35]2[O:36][C@H:37]([CH2:54][O:55][C:56](=[O:61])[C:57]([CH3:60])([CH3:59])[CH3:58])[C@@H:38]([O:47][C:48](=[O:53])[C:49]([CH3:50])([CH3:51])[CH3:52])[C@H:39]([O:40][C:41](=[O:46])[C:42]([CH3:43])([CH3:44])[CH3:45])[C@H:34]2[O:33][C:27](=[O:32])[C:28]([CH3:31])([CH3:29])[CH3:30])=[N:10][N:11]([C:16](=[O:19])[CH2:17][CH3:18])[C:12]=1[CH:13]([CH3:14])[CH3:15])[C:2]1[CH:7]=[CH:6][CH:5]=[CH:4][CH:3]=1. (4) Given the reactants C(OC([N:8]1[CH2:13][CH2:12][CH:11]([NH:14][CH2:15][C:16]2[CH:21]=[CH:20][C:19]([O:22][CH3:23])=[C:18]([N+:24]([O-:26])=[O:25])[CH:17]=2)[CH2:10][CH2:9]1)=O)(C)(C)C.Cl, predict the reaction product. The product is: [CH3:23][O:22][C:19]1[CH:20]=[CH:21][C:16]([CH2:15][NH:14][CH:11]2[CH2:10][CH2:9][NH:8][CH2:13][CH2:12]2)=[CH:17][C:18]=1[N+:24]([O-:26])=[O:25]. (5) Given the reactants [Br:1][C:2]1[CH:3]=[C:4]([CH3:9])[C:5](N)=[N:6][CH:7]=1.[BrH:10].BrBr.N([O-])=O.[Na+].[OH-].[Na+], predict the reaction product. The product is: [Br:10][C:5]1[C:4]([CH3:9])=[CH:3][C:2]([Br:1])=[CH:7][N:6]=1. (6) Given the reactants C1(C(=[N:14][C:15]2[CH:20]=[CH:19][C:18]([C@@H:21]3[O:26][CH2:25][CH2:24][N:23]([C:27]([O:29][C:30]([CH3:33])([CH3:32])[CH3:31])=[O:28])[CH2:22]3)=[CH:17][CH:16]=2)C2C=CC=CC=2)C=CC=CC=1.C([O-])=O.[NH4+], predict the reaction product. The product is: [NH2:14][C:15]1[CH:20]=[CH:19][C:18]([C@@H:21]2[O:26][CH2:25][CH2:24][N:23]([C:27]([O:29][C:30]([CH3:33])([CH3:32])[CH3:31])=[O:28])[CH2:22]2)=[CH:17][CH:16]=1.